From a dataset of Full USPTO retrosynthesis dataset with 1.9M reactions from patents (1976-2016). Predict the reactants needed to synthesize the given product. (1) Given the product [CH2:1]([O:3][CH2:4][C:5]1[N:14]([CH2:15][CH:16]([CH3:18])[CH3:17])[C:13]2[CH:12]=[C:11]([CH3:19])[N:10]3[N:20]=[N:21][N:22]=[C:9]3[C:8]=2[N:7]=1)[CH3:2], predict the reactants needed to synthesize it. The reactants are: [CH2:1]([O:3][CH2:4][C:5]([NH:7][C:8]1[C:9]2[N:10]([N:20]=[N:21][N:22]=2)[C:11]([CH3:19])=[CH:12][C:13]=1[NH:14][CH2:15][CH:16]([CH3:18])[CH3:17])=O)[CH3:2].Cl.N1C=CC=CC=1. (2) Given the product [OH:11][C:12]1[CH:17]=[CH:16][CH:15]=[CH:14][C:13]=1[C:8]1[NH:9][C:10](=[O:18])[C:4]2[C:3](=[CH:2][C:1]([CH3:19])=[CH:6][CH:5]=2)[N:7]=1, predict the reactants needed to synthesize it. The reactants are: [C:1]1([CH3:19])[CH:6]=[CH:5][CH:4]=[C:3]([N:7]=[C:8]2[C:13]3[CH:14]=[CH:15][CH:16]=[CH:17][C:12]=3[O:11][C:10](=[O:18])[NH:9]2)[CH:2]=1.C1(OC2C=CC=CC=2)C=CC=CC=1. (3) Given the product [CH2:14]([C:21]1([N:46]([CH3:47])[CH3:48])[CH2:26][CH2:25][CH:24]([CH2:27][O:28][CH2:29][C:30]2[C:38]3[C:33](=[CH:34][CH:35]=[CH:36][CH:37]=3)[NH:32][CH:31]=2)[CH2:23][CH2:22]1)[C:15]1[CH:16]=[CH:17][CH:18]=[CH:19][CH:20]=1, predict the reactants needed to synthesize it. The reactants are: O.[F-].C([N+](C)(C)C)C1C=CC=CC=1.[CH2:14]([C:21]1([N:46]([CH3:48])[CH3:47])[CH2:26][CH2:25][CH:24]([CH2:27][O:28][CH2:29][C:30]2[C:38]3[C:33](=[CH:34][CH:35]=[CH:36][CH:37]=3)[NH:32][C:31]=2[Si](CC)(CC)CC)[CH2:23][CH2:22]1)[C:15]1[CH:20]=[CH:19][CH:18]=[CH:17][CH:16]=1. (4) Given the product [C:1]([O:5][C:6](=[O:36])[CH2:7][CH:8]([C:9](=[O:11])[NH:55][CH2:54][CH2:53][C:50]1[CH:51]=[CH:52][C:47]([C:41]2[CH:42]=[CH:43][C:44]([O:45][CH3:46])=[C:39]([O:38][CH3:37])[CH:40]=2)=[CH:48][CH:49]=1)[CH2:12][C:13](=[O:35])[NH:14][O:15][C:16]([C:29]1[CH:34]=[CH:33][CH:32]=[CH:31][CH:30]=1)([C:17]1[CH:22]=[CH:21][CH:20]=[CH:19][CH:18]=1)[C:23]1[CH:24]=[CH:25][CH:26]=[CH:27][CH:28]=1)([CH3:3])([CH3:4])[CH3:2], predict the reactants needed to synthesize it. The reactants are: [C:1]([O:5][C:6](=[O:36])[CH2:7][CH:8]([CH2:12][C:13](=[O:35])[NH:14][O:15][C:16]([C:29]1[CH:34]=[CH:33][CH:32]=[CH:31][CH:30]=1)([C:23]1[CH:28]=[CH:27][CH:26]=[CH:25][CH:24]=1)[C:17]1[CH:22]=[CH:21][CH:20]=[CH:19][CH:18]=1)[C:9]([OH:11])=O)([CH3:4])([CH3:3])[CH3:2].[CH3:37][O:38][C:39]1[CH:40]=[C:41]([C:47]2[CH:52]=[CH:51][C:50]([CH2:53][CH2:54][NH2:55])=[CH:49][CH:48]=2)[CH:42]=[CH:43][C:44]=1[O:45][CH3:46].